Dataset: Full USPTO retrosynthesis dataset with 1.9M reactions from patents (1976-2016). Task: Predict the reactants needed to synthesize the given product. (1) Given the product [CH3:1][N:2]([CH3:28])[C:3]1[CH:8]=[CH:7][C:6]([CH:9]([C:19]2[C:27]3[C:22](=[CH:23][CH:24]=[CH:25][CH:26]=3)[NH:21][CH:20]=2)[CH2:10][C:11]([C:13]2[CH:18]=[CH:17][N:16]=[CH:15][CH:14]=2)=[N:30][OH:31])=[CH:5][CH:4]=1, predict the reactants needed to synthesize it. The reactants are: [CH3:1][N:2]([CH3:28])[C:3]1[CH:8]=[CH:7][C:6]([CH:9]([C:19]2[C:27]3[C:22](=[CH:23][CH:24]=[CH:25][CH:26]=3)[NH:21][CH:20]=2)[CH2:10][C:11]([C:13]2[CH:18]=[CH:17][N:16]=[CH:15][CH:14]=2)=O)=[CH:5][CH:4]=1.Cl.[NH2:30][OH:31].C([O-])(O)=O.[Na+]. (2) Given the product [CH3:42][O:41][C:39]([NH:38][C@H:37]([C:36]([NH:35][C:30]1[CH:31]=[CH:32][CH:33]=[CH:34][C:29]=1[CH2:28][CH2:27][C@H:17]1[O:16][CH2:15][C@@H:14](/[CH:12]=[CH:27]\[CH2:28][C:29]2[CH:34]=[CH:33][CH:32]=[CH:31][CH:30]=2)[N:19]([C:20]([O:22][C:23]([CH3:26])([CH3:25])[CH3:24])=[O:21])[CH2:18]1)=[O:56])[CH:43]([C:53]1[CH:52]=[CH:51][CH:50]=[CH:55][CH:54]=1)[C:50]1[CH:51]=[CH:52][CH:53]=[CH:54][CH:55]=1)=[O:40], predict the reactants needed to synthesize it. The reactants are: [PH4+].C[Si]([N-][Si](C)(C)C)(C)C.[Li+].[CH:12]([C@H:14]1[N:19]([C:20]([O:22][C:23]([CH3:26])([CH3:25])[CH3:24])=[O:21])[CH2:18][C@@H:17]([CH2:27][CH2:28][C:29]2[CH:34]=[CH:33][CH:32]=[CH:31][C:30]=2[NH:35][C:36](=[O:56])[C@H:37]([CH:43]([C:50]2[CH:55]=[CH:54][CH:53]=[CH:52][CH:51]=2)C2C=CC=CC=2)[NH:38][C:39]([O:41][CH3:42])=[O:40])[O:16][CH2:15]1)=O. (3) The reactants are: [C:1]1([C@@H:7]2[CH2:11][O:10][C:9](=[S:12])[N:8]2[CH:13]2[CH2:18][CH2:17][NH:16][CH2:15][CH2:14]2)[CH:6]=[CH:5][CH:4]=[CH:3][CH:2]=1.[CH:19]1([NH:22][C:23](=[O:40])[C:24]2[CH:29]=[CH:28][C:27]([O:30][C:31]3[CH:36]=[CH:35][C:34]([CH:37]=O)=[C:33]([CH3:39])[N:32]=3)=[CH:26][CH:25]=2)[CH2:21][CH2:20]1. Given the product [CH:19]1([NH:22][C:23](=[O:40])[C:24]2[CH:25]=[CH:26][C:27]([O:30][C:31]3[CH:36]=[CH:35][C:34]([CH2:37][N:16]4[CH2:17][CH2:18][CH:13]([N:8]5[C@H:7]([C:1]6[CH:2]=[CH:3][CH:4]=[CH:5][CH:6]=6)[CH2:11][O:10][C:9]5=[S:12])[CH2:14][CH2:15]4)=[C:33]([CH3:39])[N:32]=3)=[CH:28][CH:29]=2)[CH2:21][CH2:20]1, predict the reactants needed to synthesize it. (4) Given the product [C:9]([Si:13]([O:14][CH2:15][CH2:16][C:17]1[S:18][C:19]([Cl:1])=[CH:20][CH:21]=1)([CH3:23])[CH3:22])([CH3:10])([CH3:12])[CH3:11], predict the reactants needed to synthesize it. The reactants are: [Cl:1]N1C(=O)CCC1=O.[C:9]([Si:13]([CH3:23])([CH3:22])[O:14][CH2:15][CH2:16][C:17]1[S:18][CH:19]=[CH:20][CH:21]=1)([CH3:12])([CH3:11])[CH3:10].